This data is from Forward reaction prediction with 1.9M reactions from USPTO patents (1976-2016). The task is: Predict the product of the given reaction. The product is: [Cl:18][CH:11]([C:8]1[CH:9]=[CH:10][C:5]([S:2]([CH3:1])(=[O:3])=[O:4])=[CH:6][CH:7]=1)[C:12](=[O:14])[CH3:13]. Given the reactants [CH3:1][S:2]([C:5]1[CH:10]=[CH:9][C:8]([CH2:11][C:12](=[O:14])[CH3:13])=[CH:7][CH:6]=1)(=[O:4])=[O:3].S(Cl)([Cl:18])(=O)=O, predict the reaction product.